Predict the product of the given reaction. From a dataset of Forward reaction prediction with 1.9M reactions from USPTO patents (1976-2016). (1) Given the reactants [CH3:1][O:2][C:3]([C:5]1([NH:11][C:12]([O:14][C:15]([CH3:18])([CH3:17])[CH3:16])=[O:13])[CH2:7][CH:6]1[CH2:8][CH2:9][OH:10])=[O:4].[CH3:19][S:20](Cl)(=[O:22])=[O:21], predict the reaction product. The product is: [CH3:1][O:2][C:3]([C:5]1([NH:11][C:12]([O:14][C:15]([CH3:18])([CH3:17])[CH3:16])=[O:13])[CH2:7][CH:6]1[CH2:8][CH2:9][O:10][S:20]([CH3:19])(=[O:22])=[O:21])=[O:4]. (2) Given the reactants C([O:5][C:6](=[O:35])[CH2:7][O:8][C:9]1[C:14]2[CH2:15][CH2:16][CH2:17][CH2:18][CH:19]([NH:20][S:21]([C:24]3[CH:29]=[C:28]([C:30]([F:33])([F:32])[F:31])[CH:27]=[C:26]([F:34])[CH:25]=3)(=[O:23])=[O:22])[C:13]=2[CH:12]=[CH:11][CH:10]=1)(C)(C)C.[OH-].[Na+], predict the reaction product. The product is: [F:34][C:26]1[CH:25]=[C:24]([S:21]([NH:20][CH:19]2[C:13]3[CH:12]=[CH:11][CH:10]=[C:9]([O:8][CH2:7][C:6]([OH:35])=[O:5])[C:14]=3[CH2:15][CH2:16][CH2:17][CH2:18]2)(=[O:23])=[O:22])[CH:29]=[C:28]([C:30]([F:32])([F:33])[F:31])[CH:27]=1.